Dataset: Forward reaction prediction with 1.9M reactions from USPTO patents (1976-2016). Task: Predict the product of the given reaction. (1) Given the reactants [ClH:1].[Br:2][C:3]1[CH:4]=[C:5]2[C:9](=[CH:10][CH:11]=1)[NH:8][N:7]=[C:6]2[C:12]([NH:14][CH2:15][CH:16]1[CH2:21][CH2:20][N:19](C(OC(C)(C)C)=O)[CH2:18][CH2:17]1)=[O:13], predict the reaction product. The product is: [ClH:1].[Br:2][C:3]1[CH:4]=[C:5]2[C:9](=[CH:10][CH:11]=1)[NH:8][N:7]=[C:6]2[C:12]([NH:14][CH2:15][CH:16]1[CH2:17][CH2:18][NH:19][CH2:20][CH2:21]1)=[O:13]. (2) Given the reactants COC(C1SC([I:22])=C(C#N)C=1C1C=CC(C(C)(C)C)=CC=1)=O.[CH2:23]([O:25][C:26]([C:28]1[S:29][C:30](N)=[C:31]([C:47]#[N:48])[C:32]=1[C:33]1[CH:38]=[CH:37][C:36]([C:39]2[CH:44]=[CH:43][CH:42]=[CH:41][C:40]=2[S:45][CH3:46])=[CH:35][CH:34]=1)=[O:27])[CH3:24], predict the reaction product. The product is: [CH2:23]([O:25][C:26]([C:28]1[S:29][C:30]([I:22])=[C:31]([C:47]#[N:48])[C:32]=1[C:33]1[CH:38]=[CH:37][C:36]([C:39]2[CH:44]=[CH:43][CH:42]=[CH:41][C:40]=2[S:45][CH3:46])=[CH:35][CH:34]=1)=[O:27])[CH3:24].